Task: Predict the product of the given reaction.. Dataset: Forward reaction prediction with 1.9M reactions from USPTO patents (1976-2016) Given the reactants [OH:1][C:2]1[C:7]([C:8]([NH:10][CH:11]([C:26]2[CH:31]=[CH:30][C:29]([O:32][CH3:33])=[CH:28][CH:27]=2)[C:12]2[CH:13]=[C:14]([P:18](=[O:25])([O:22]CC)[O:19]CC)[CH:15]=[CH:16][CH:17]=2)=[O:9])=[CH:6][N:5]=[C:4]([C:34]2[CH:39]=[CH:38][CH:37]=[CH:36][N:35]=2)[N:3]=1.C[Si](Br)(C)C, predict the reaction product. The product is: [OH:1][C:2]1[C:7]([C:8]([NH:10][CH:11]([C:26]2[CH:31]=[CH:30][C:29]([O:32][CH3:33])=[CH:28][CH:27]=2)[C:12]2[CH:13]=[C:14]([P:18](=[O:19])([OH:22])[OH:25])[CH:15]=[CH:16][CH:17]=2)=[O:9])=[CH:6][N:5]=[C:4]([C:34]2[CH:39]=[CH:38][CH:37]=[CH:36][N:35]=2)[N:3]=1.